Dataset: NCI-60 drug combinations with 297,098 pairs across 59 cell lines. Task: Regression. Given two drug SMILES strings and cell line genomic features, predict the synergy score measuring deviation from expected non-interaction effect. (1) Drug 1: C1=CC(=C2C(=C1NCCNCCO)C(=O)C3=C(C=CC(=C3C2=O)O)O)NCCNCCO. Drug 2: C1=NC2=C(N1)C(=S)N=C(N2)N. Cell line: SK-OV-3. Synergy scores: CSS=55.6, Synergy_ZIP=-6.20, Synergy_Bliss=-3.91, Synergy_Loewe=-2.78, Synergy_HSA=0.164. (2) Synergy scores: CSS=53.5, Synergy_ZIP=-6.28, Synergy_Bliss=-6.53, Synergy_Loewe=-3.72, Synergy_HSA=-1.11. Drug 2: C1CCC(C(C1)N)N.C(=O)(C(=O)[O-])[O-].[Pt+4]. Drug 1: CCN(CC)CCNC(=O)C1=C(NC(=C1C)C=C2C3=C(C=CC(=C3)F)NC2=O)C. Cell line: HT29. (3) Drug 1: CS(=O)(=O)C1=CC(=C(C=C1)C(=O)NC2=CC(=C(C=C2)Cl)C3=CC=CC=N3)Cl. Drug 2: C1=NC2=C(N=C(N=C2N1C3C(C(C(O3)CO)O)F)Cl)N. Cell line: RXF 393. Synergy scores: CSS=12.7, Synergy_ZIP=-5.62, Synergy_Bliss=0.663, Synergy_Loewe=1.14, Synergy_HSA=1.81. (4) Drug 1: C1CCC(C1)C(CC#N)N2C=C(C=N2)C3=C4C=CNC4=NC=N3. Drug 2: C1CC(C1)(C(=O)O)C(=O)O.[NH2-].[NH2-].[Pt+2]. Cell line: HT29. Synergy scores: CSS=0.690, Synergy_ZIP=-2.77, Synergy_Bliss=-4.45, Synergy_Loewe=-9.56, Synergy_HSA=-9.16. (5) Drug 1: CC(C1=C(C=CC(=C1Cl)F)Cl)OC2=C(N=CC(=C2)C3=CN(N=C3)C4CCNCC4)N. Drug 2: CN1CCC(CC1)COC2=C(C=C3C(=C2)N=CN=C3NC4=C(C=C(C=C4)Br)F)OC. Cell line: HT29. Synergy scores: CSS=20.3, Synergy_ZIP=-1.40, Synergy_Bliss=9.00, Synergy_Loewe=6.70, Synergy_HSA=6.98. (6) Drug 1: CC1CCC2CC(C(=CC=CC=CC(CC(C(=O)C(C(C(=CC(C(=O)CC(OC(=O)C3CCCCN3C(=O)C(=O)C1(O2)O)C(C)CC4CCC(C(C4)OC)O)C)C)O)OC)C)C)C)OC. Drug 2: CCC1(CC2CC(C3=C(CCN(C2)C1)C4=CC=CC=C4N3)(C5=C(C=C6C(=C5)C78CCN9C7C(C=CC9)(C(C(C8N6C)(C(=O)OC)O)OC(=O)C)CC)OC)C(=O)OC)O.OS(=O)(=O)O. Cell line: OVCAR3. Synergy scores: CSS=2.49, Synergy_ZIP=5.50, Synergy_Bliss=9.32, Synergy_Loewe=2.21, Synergy_HSA=2.84. (7) Drug 1: CC1C(C(=O)NC(C(=O)N2CCCC2C(=O)N(CC(=O)N(C(C(=O)O1)C(C)C)C)C)C(C)C)NC(=O)C3=C4C(=C(C=C3)C)OC5=C(C(=O)C(=C(C5=N4)C(=O)NC6C(OC(=O)C(N(C(=O)CN(C(=O)C7CCCN7C(=O)C(NC6=O)C(C)C)C)C)C(C)C)C)N)C. Drug 2: C1=CN(C=N1)CC(O)(P(=O)(O)O)P(=O)(O)O. Cell line: HCC-2998. Synergy scores: CSS=25.1, Synergy_ZIP=-2.20, Synergy_Bliss=5.50, Synergy_Loewe=-13.5, Synergy_HSA=0.342. (8) Drug 1: CC12CCC(CC1=CCC3C2CCC4(C3CC=C4C5=CN=CC=C5)C)O. Drug 2: C1=CC(=CC=C1CCC2=CNC3=C2C(=O)NC(=N3)N)C(=O)NC(CCC(=O)O)C(=O)O. Cell line: NCI-H460. Synergy scores: CSS=29.2, Synergy_ZIP=-1.68, Synergy_Bliss=-5.06, Synergy_Loewe=-14.7, Synergy_HSA=-5.30. (9) Drug 1: CCC(=C(C1=CC=CC=C1)C2=CC=C(C=C2)OCCN(C)C)C3=CC=CC=C3.C(C(=O)O)C(CC(=O)O)(C(=O)O)O. Drug 2: CC=C1C(=O)NC(C(=O)OC2CC(=O)NC(C(=O)NC(CSSCCC=C2)C(=O)N1)C(C)C)C(C)C. Cell line: HS 578T. Synergy scores: CSS=43.0, Synergy_ZIP=2.01, Synergy_Bliss=2.17, Synergy_Loewe=-38.1, Synergy_HSA=2.12. (10) Drug 1: C1=CN(C(=O)N=C1N)C2C(C(C(O2)CO)O)(F)F. Drug 2: CC1CCC2CC(C(=CC=CC=CC(CC(C(=O)C(C(C(=CC(C(=O)CC(OC(=O)C3CCCCN3C(=O)C(=O)C1(O2)O)C(C)CC4CCC(C(C4)OC)OP(=O)(C)C)C)C)O)OC)C)C)C)OC. Cell line: NCI-H460. Synergy scores: CSS=70.1, Synergy_ZIP=12.2, Synergy_Bliss=10.3, Synergy_Loewe=1.86, Synergy_HSA=12.1.